Dataset: Catalyst prediction with 721,799 reactions and 888 catalyst types from USPTO. Task: Predict which catalyst facilitates the given reaction. (1) Reactant: [P:1]([O:28]CC)([O:25]CC)([O:3][C:4]1[CH:9]=[CH:8][C:7](/[CH:10]=[C:11]2/[C:12](=[O:24])[NH:13][C:14]3[C:19]/2=[CH:18][C:17]([O:20][CH3:21])=[C:16]([O:22][CH3:23])[CH:15]=3)=[CH:6][CH:5]=1)=[O:2].C[Si](Br)(C)C.Cl. Product: [CH3:21][O:20][C:17]1[CH:18]=[C:19]2[C:14](=[CH:15][C:16]=1[O:22][CH3:23])[NH:13][C:12](=[O:24])/[C:11]/2=[CH:10]/[C:7]1[CH:6]=[CH:5][C:4]([O:3][P:1](=[O:2])([OH:28])[OH:25])=[CH:9][CH:8]=1. The catalyst class is: 268. (2) Reactant: CCCC[N+](CCCC)(CCCC)CCCC.[F-].[Si]([O:36][C@H:37]1[CH2:42][CH2:41][C@@:40]([C@H:44]2[CH2:52][CH2:51][C@@:50]3([CH3:53])[C@@H:46]([CH2:47][CH2:48][C@:49]3([C:55]3[S:56][CH:57]=[CH:58][N:59]=3)[OH:54])[C@@H:45]2[CH2:60][OH:61])([CH3:43])[C@@H:39]([CH2:62][OH:63])[CH2:38]1)(C(C)(C)C)(C1C=CC=CC=1)C1C=CC=CC=1. Product: [OH:36][C@H:37]1[CH2:42][CH2:41][C@@:40]([C@H:44]2[CH2:52][CH2:51][C@@:50]3([CH3:53])[C@@H:46]([CH2:47][CH2:48][C@:49]3([C:55]3[S:56][CH:57]=[CH:58][N:59]=3)[OH:54])[C@@H:45]2[CH2:60][OH:61])([CH3:43])[C@@H:39]([CH2:62][OH:63])[CH2:38]1. The catalyst class is: 1. (3) Reactant: N12CCCN=C1CCCCC2.F[C:13]1[C:31]([I:32])=[C:30]([CH3:33])[CH:29]=[CH:28][C:14]=1[C:15](=[N:26][OH:27])[NH:16][CH2:17][C:18]1[CH:23]=[CH:22][C:21]([O:24][CH3:25])=[CH:20][CH:19]=1.O. Product: [I:32][C:31]1[C:13]2[O:27][N:26]=[C:15]([NH:16][CH2:17][C:18]3[CH:23]=[CH:22][C:21]([O:24][CH3:25])=[CH:20][CH:19]=3)[C:14]=2[CH:28]=[CH:29][C:30]=1[CH3:33]. The catalyst class is: 7. (4) Reactant: [I:1][C:2]1[CH:3]=[C:4]2[O:8][C:7]([C:9]3[CH:14]=[CH:13][CH:12]=[CH:11][CH:10]=3)=[N:6][C:5]2=[C:15]([C:17]([OH:19])=O)[CH:16]=1.Cl.C(N=C=NCCCN(C)C)C.ON1C2C=CC=CC=2N=N1.Cl.Cl.[NH2:44][CH:45]1[CH2:52][CH:51]2[N:53]([CH3:54])[CH:47]([CH2:48][CH2:49][CH2:50]2)[CH2:46]1.C(N(CC)CC)C. Product: [CH3:54][N:53]1[CH:47]2[CH2:48][CH2:49][CH2:50][CH:51]1[CH2:52][CH:45]([NH:44][C:17]([C:15]1[CH:16]=[C:2]([I:1])[CH:3]=[C:4]3[O:8][C:7]([C:9]4[CH:10]=[CH:11][CH:12]=[CH:13][CH:14]=4)=[N:6][C:5]=13)=[O:19])[CH2:46]2. The catalyst class is: 369. (5) Reactant: [Cl:1][C:2]1[N:3]=[C:4](Cl)[C:5]2[CH2:11][O:10][CH2:9][CH:8]([C:12]3[CH:17]=[CH:16][CH:15]=[CH:14][CH:13]=3)[C:6]=2[N:7]=1.Cl.CN.[CH:22]([N:25](CC)C(C)C)(C)C. Product: [Cl:1][C:2]1[N:3]=[C:4]([NH:25][CH3:22])[C:5]2[CH2:11][O:10][CH2:9][CH:8]([C:12]3[CH:17]=[CH:16][CH:15]=[CH:14][CH:13]=3)[C:6]=2[N:7]=1. The catalyst class is: 5.